From a dataset of HIV replication inhibition screening data with 41,000+ compounds from the AIDS Antiviral Screen. Binary Classification. Given a drug SMILES string, predict its activity (active/inactive) in a high-throughput screening assay against a specified biological target. (1) The compound is CCOC(=O)c1cc2c(nc1N)C(=O)CCCC2. The result is 0 (inactive). (2) The result is 0 (inactive). The compound is C=C1CC(C)(COc2ccc3c(C)c(Cl)c(=O)oc3c2)OC1=O.